From a dataset of Forward reaction prediction with 1.9M reactions from USPTO patents (1976-2016). Predict the product of the given reaction. Given the reactants FC(F)(F)C(O)=O.C(O[C:13](=O)[N:14]([CH2:16][C@H:17]([C:33]1[CH:38]=[CH:37][C:36]([Cl:39])=[C:35]([Cl:40])[CH:34]=1)[CH2:18][CH2:19][N:20]1[CH2:25][CH2:24][CH:23]([N:26]2[CH2:31][CH2:30][CH2:29][CH2:28][C:27]2=[O:32])[CH2:22][CH2:21]1)C)(C)(C)C, predict the reaction product. The product is: [Cl:40][C:35]1[CH:34]=[C:33]([C@@H:17]([CH2:16][NH:14][CH3:13])[CH2:18][CH2:19][N:20]2[CH2:21][CH2:22][CH:23]([N:26]3[CH2:31][CH2:30][CH2:29][CH2:28][C:27]3=[O:32])[CH2:24][CH2:25]2)[CH:38]=[CH:37][C:36]=1[Cl:39].